This data is from NCI-60 drug combinations with 297,098 pairs across 59 cell lines. The task is: Regression. Given two drug SMILES strings and cell line genomic features, predict the synergy score measuring deviation from expected non-interaction effect. (1) Drug 2: CNC(=O)C1=NC=CC(=C1)OC2=CC=C(C=C2)NC(=O)NC3=CC(=C(C=C3)Cl)C(F)(F)F. Synergy scores: CSS=52.0, Synergy_ZIP=0.989, Synergy_Bliss=1.64, Synergy_Loewe=0.706, Synergy_HSA=4.90. Cell line: A549. Drug 1: CC1OCC2C(O1)C(C(C(O2)OC3C4COC(=O)C4C(C5=CC6=C(C=C35)OCO6)C7=CC(=C(C(=C7)OC)O)OC)O)O. (2) Drug 1: CCC1(CC2CC(C3=C(CCN(C2)C1)C4=CC=CC=C4N3)(C5=C(C=C6C(=C5)C78CCN9C7C(C=CC9)(C(C(C8N6C=O)(C(=O)OC)O)OC(=O)C)CC)OC)C(=O)OC)O.OS(=O)(=O)O. Drug 2: C1=CN(C=N1)CC(O)(P(=O)(O)O)P(=O)(O)O. Cell line: NCIH23. Synergy scores: CSS=-0.616, Synergy_ZIP=1.80, Synergy_Bliss=3.57, Synergy_Loewe=0.0356, Synergy_HSA=-0.479. (3) Drug 1: C1CCN(CC1)CCOC2=CC=C(C=C2)C(=O)C3=C(SC4=C3C=CC(=C4)O)C5=CC=C(C=C5)O. Drug 2: C1CCC(C(C1)N)N.C(=O)(C(=O)[O-])[O-].[Pt+4]. Cell line: HS 578T. Synergy scores: CSS=0.271, Synergy_ZIP=2.59, Synergy_Bliss=4.35, Synergy_Loewe=-0.0860, Synergy_HSA=0.434. (4) Drug 1: CC(C)(C#N)C1=CC(=CC(=C1)CN2C=NC=N2)C(C)(C)C#N. Drug 2: CCN(CC)CCCC(C)NC1=C2C=C(C=CC2=NC3=C1C=CC(=C3)Cl)OC. Cell line: MOLT-4. Synergy scores: CSS=13.6, Synergy_ZIP=2.51, Synergy_Bliss=1.14, Synergy_Loewe=-5.76, Synergy_HSA=-4.22. (5) Drug 1: C1CCC(C(C1)N)N.C(=O)(C(=O)[O-])[O-].[Pt+4]. Drug 2: B(C(CC(C)C)NC(=O)C(CC1=CC=CC=C1)NC(=O)C2=NC=CN=C2)(O)O. Cell line: BT-549. Synergy scores: CSS=70.5, Synergy_ZIP=-2.90, Synergy_Bliss=-1.81, Synergy_Loewe=-1.18, Synergy_HSA=0.660. (6) Drug 1: CC12CCC(CC1=CCC3C2CCC4(C3CC=C4C5=CN=CC=C5)C)O. Drug 2: CCCCCOC(=O)NC1=NC(=O)N(C=C1F)C2C(C(C(O2)C)O)O. Cell line: UO-31. Synergy scores: CSS=6.94, Synergy_ZIP=-6.62, Synergy_Bliss=-6.80, Synergy_Loewe=-5.70, Synergy_HSA=-5.20. (7) Drug 1: CC(C)CN1C=NC2=C1C3=CC=CC=C3N=C2N. Drug 2: C1C(C(OC1N2C=NC(=NC2=O)N)CO)O. Cell line: A549. Synergy scores: CSS=-2.31, Synergy_ZIP=-0.674, Synergy_Bliss=-2.83, Synergy_Loewe=-4.17, Synergy_HSA=-3.51.